Dataset: Full USPTO retrosynthesis dataset with 1.9M reactions from patents (1976-2016). Task: Predict the reactants needed to synthesize the given product. (1) Given the product [OH:23][C:18]1[CH:19]=[CH:20][CH:21]=[CH:22][C:17]=1[CH2:16][N:8]([C:6]([O:5][C:1]([CH3:3])([CH3:2])[CH3:4])=[O:7])[C:9]([O:11][C:12]([CH3:15])([CH3:13])[CH3:14])=[O:10], predict the reactants needed to synthesize it. The reactants are: [C:1]([O:5][C:6]([N:8]([CH2:16][C:17]1[CH:22]=[CH:21][CH:20]=[CH:19][C:18]=1[O:23]CC1C=CC=CC=1)[C:9]([O:11][C:12]([CH3:15])([CH3:14])[CH3:13])=[O:10])=[O:7])([CH3:4])([CH3:3])[CH3:2]. (2) Given the product [Br:8][C:9]1[CH:14]=[C:13]([Cl:15])[CH:12]=[CH:11][C:10]=1[CH2:16][CH2:17][NH2:18], predict the reactants needed to synthesize it. The reactants are: [BH4-].[Li+].Cl[Si](C)(C)C.[Br:8][C:9]1[CH:14]=[C:13]([Cl:15])[CH:12]=[CH:11][C:10]=1[CH:16]=[CH:17][N+:18]([O-])=O.